This data is from Reaction yield outcomes from USPTO patents with 853,638 reactions. The task is: Predict the reaction yield, written as a fraction of the theoretical maximum amount of product (1.0 means a 100% yield; for example, 0.34 means a 34% yield). (1) The reactants are CN(C(ON1N=NC2C=CC=NC1=2)=[N+](C)C)C.F[P-](F)(F)(F)(F)F.[F:25][C:26]1[CH:27]=[C:28]([NH:37][C:38]([C@H:40]2[C:49]3[C:44](=[CH:45][C:46]([O:50][CH3:51])=[CH:47][CH:48]=3)[CH2:43][CH2:42][NH:41]2)=[O:39])[CH:29]=[C:30]([F:36])[C:31]=1[Si:32]([CH3:35])([CH3:34])[CH3:33].CCN(C(C)C)C(C)C.[C@H:61]1([C:68](O)=[O:69])[CH2:64][C@H:63]([C:65]([OH:67])=[O:66])[CH2:62]1. The catalyst is CN(C=O)C.O.C(#N)C.O. The product is [F:25][C:26]1[CH:27]=[C:28]([NH:37][C:38]([C@H:40]2[C:49]3[C:44](=[CH:45][C:46]([O:50][CH3:51])=[CH:47][CH:48]=3)[CH2:43][CH2:42][N:41]2[C:68]([C@H:61]2[CH2:64][C@H:63]([C:65]([OH:67])=[O:66])[CH2:62]2)=[O:69])=[O:39])[CH:29]=[C:30]([F:36])[C:31]=1[Si:32]([CH3:33])([CH3:35])[CH3:34]. The yield is 0.121. (2) The reactants are [I:1][C:2]1[C:10]2[C:5](=[N:6][CH:7]=[N:8][C:9]=2[NH2:11])[NH:4][N:3]=1.O[CH2:13][C@H:14]1[CH2:18][CH2:17][CH2:16][N:15]1[C:19]([O:21][C:22]([CH3:25])([CH3:24])[CH3:23])=[O:20].C1C=CC(P(C2C=CC=CC=2)C2C=CC=CC=2)=CC=1.CC(OC(/N=N/C(OC(C)C)=O)=O)C. The catalyst is O.CN(C)C=O. The product is [NH2:11][C:9]1[N:8]=[CH:7][N:6]=[C:5]2[N:4]([CH2:13][C@H:14]3[CH2:18][CH2:17][CH2:16][N:15]3[C:19]([O:21][C:22]([CH3:23])([CH3:25])[CH3:24])=[O:20])[N:3]=[C:2]([I:1])[C:10]=12. The yield is 0.0600. (3) The reactants are [Cl:1][C:2]1[CH:3]=[C:4]([C:8]#[CH:9])[CH:5]=[CH:6][CH:7]=1.[CH2:10]([O:12][C:13]([N:15]1[CH2:20][CH2:19][NH:18][CH2:17][CH2:16]1)=[O:14])[CH3:11].[CH3:21][C:22]([CH3:26])([CH3:25])[CH:23]=O. The catalyst is [Au](Br)(Br)Br. The product is [CH2:10]([O:12][C:13]([N:15]1[CH2:16][CH2:17][N:18]([CH:21]([C:22]([CH3:26])([CH3:25])[CH3:23])[C:9]#[C:8][C:4]2[CH:5]=[CH:6][CH:7]=[C:2]([Cl:1])[CH:3]=2)[CH2:19][CH2:20]1)=[O:14])[CH3:11]. The yield is 0.190. (4) The reactants are [NH2:1][C:2]1[S:3][C:4]2[CH2:15][CH2:14][CH2:13][CH2:12][C:5]=2[C:6]=1[C:7]([O:9]CC)=O.Cl.[CH3:17][C:18]#[N:19]. No catalyst specified. The product is [CH3:17][C:18]1[NH:19][C:7](=[O:9])[C:6]2[C:5]3[CH2:12][CH2:13][CH2:14][CH2:15][C:4]=3[S:3][C:2]=2[N:1]=1. The yield is 0.620. (5) The reactants are Cl[C:2]1[C:11]2[C:6](=[CH:7][CH:8]=[C:9]([I:12])[CH:10]=2)[N:5]=[CH:4][CH:3]=1.[CH3:13][C:14]1[C:18]([CH3:19])=[C:17]([NH2:20])[NH:16][N:15]=1.Cl. The catalyst is CCO.C(OCC)C. The product is [CH3:19][C:18]1[C:17]([NH:20][C:2]2[C:11]3[C:6](=[CH:7][CH:8]=[C:9]([I:12])[CH:10]=3)[N:5]=[CH:4][CH:3]=2)=[N:16][NH:15][C:14]=1[CH3:13]. The yield is 0.600. (6) The catalyst is [Cu](Br)Br.O.CN(C=O)C. The reactants are [C:1]1([OH:7])[CH:6]=[CH:5][CH:4]=[CH:3][CH:2]=1.C(CC(=O)C)(=O)C.Br[C:16]1[CH:17]=[C:18]2[C:23](=[CH:24][CH:25]=1)[C:21](=[O:22])[O:20][CH2:19]2.C(=O)([O-])[O-].[K+].[K+]. The product is [O:7]([C:16]1[CH:17]=[C:18]2[C:23](=[CH:24][CH:25]=1)[C:21](=[O:22])[O:20][CH2:19]2)[C:1]1[CH:6]=[CH:5][CH:4]=[CH:3][CH:2]=1. The yield is 0.720. (7) The reactants are [C:1]([N:4]1[CH2:9][CH2:8][CH:7]([C:10]2[C:11]3[CH:21]=[CH:20][CH:19]=[C:18]([C:22]([F:25])([F:24])[F:23])[C:12]=3[S:13][C:14]=2C(O)=O)[CH2:6][CH2:5]1)(=[O:3])[CH3:2].N1C2C(=CC=CC=2)C=CC=1. The catalyst is C(OCC)(=O)C. The product is [F:25][C:22]([F:23])([F:24])[C:18]1[C:12]2[S:13][CH:14]=[C:10]([CH:7]3[CH2:6][CH2:5][N:4]([C:1](=[O:3])[CH3:2])[CH2:9][CH2:8]3)[C:11]=2[CH:21]=[CH:20][CH:19]=1. The yield is 0.740.